This data is from Reaction yield outcomes from USPTO patents with 853,638 reactions. The task is: Predict the reaction yield, written as a fraction of the theoretical maximum amount of product (1.0 means a 100% yield; for example, 0.34 means a 34% yield). (1) The yield is 0.860. The catalyst is ClCCl. The product is [CH3:1][C@:2]12[C:10]([C:11]3([CH2:14][CH2:15][CH2:16][C:17]([CH3:18])([O:20][Si:23]([CH3:25])([CH3:24])[CH3:22])[CH3:19])[CH2:13][CH2:12]3)=[CH:9][CH2:8][C@H:7]1[C:6](=[O:21])[CH2:5][CH2:4][CH2:3]2. The reactants are [CH3:1][C@:2]12[C:10]([C:11]3([CH:14]=[CH:15][CH2:16][C:17]([OH:20])([CH3:19])[CH3:18])[CH2:13][CH2:12]3)=[CH:9][CH2:8][C@H:7]1[C:6](=[O:21])[CH2:5][CH2:4][CH2:3]2.[CH3:22][Si:23](C1NC=CN=1)([CH3:25])[CH3:24]. (2) The reactants are [OH:1][CH2:2][C@@H:3]1[CH2:7][CH2:6][CH2:5][N:4]1[CH2:8][CH2:9][CH2:10][NH:11][C:12]([C:14]1[CH:22]=[C:21]2[C:17]([C:18](=[N:24][NH2:25])[C:19](=[O:23])[NH:20]2)=[C:16]([Br:26])[CH:15]=1)=[O:13].[O:27]1[C:31]2[CH:32]=[CH:33][C:34]([CH2:36][C:37](O)=[O:38])=[CH:35][C:30]=2[CH2:29][CH2:28]1.C(N(CC)CC)C.CN(C(ON1N=NC2C=CC=CC1=2)=[N+](C)C)C.F[P-](F)(F)(F)(F)F. The catalyst is CN(C=O)C. The product is [OH:1][CH2:2][C@@H:3]1[CH2:7][CH2:6][CH2:5][N:4]1[CH2:8][CH2:9][CH2:10][NH:11][C:12]([C:14]1[CH:22]=[C:21]2[C:17]([C:18](=[N:24][NH:25][C:37](=[O:38])[CH2:36][C:34]3[CH:33]=[CH:32][C:31]4[O:27][CH2:28][CH2:29][C:30]=4[CH:35]=3)[C:19](=[O:23])[NH:20]2)=[C:16]([Br:26])[CH:15]=1)=[O:13]. The yield is 0.130. (3) The reactants are C([O:8][C:9]1[CH:17]=[CH:16][C:15]2[N:14]3[CH2:18][CH2:19][C@H:20]([CH2:21][C:22]([O:24][C:25]([CH3:28])([CH3:27])[CH3:26])=[O:23])[C:13]3=[CH:12][C:11]=2[CH:10]=1)C1C=CC=CC=1.C([O-])=O.[NH4+]. The catalyst is CO.CC([O-])=O.CC([O-])=O.[Pd+2]. The yield is 0.990. The product is [OH:8][C:9]1[CH:17]=[CH:16][C:15]2[N:14]3[CH2:18][CH2:19][C@H:20]([CH2:21][C:22]([O:24][C:25]([CH3:28])([CH3:27])[CH3:26])=[O:23])[C:13]3=[CH:12][C:11]=2[CH:10]=1. (4) The reactants are [Br:1][C:2]1[CH:7]=[CH:6][C:5]([C:8]2[NH:9][C:10]3[C:15]([C:16]=2[CH:17]=O)=[CH:14][CH:13]=[CH:12][CH:11]=3)=[CH:4][C:3]=1[F:19].[Cl:20][C:21]1[CH:26]=[CH:25][C:24]([S:27]([CH2:30][C:31]#[N:32])(=[O:29])=[O:28])=[CH:23][CH:22]=1. No catalyst specified. The product is [Br:1][C:2]1[CH:7]=[CH:6][C:5]([C:8]2[NH:9][C:10]3[C:15]([C:16]=2[CH:17]=[C:30]([S:27]([C:24]2[CH:25]=[CH:26][C:21]([Cl:20])=[CH:22][CH:23]=2)(=[O:29])=[O:28])[C:31]#[N:32])=[CH:14][CH:13]=[CH:12][CH:11]=3)=[CH:4][C:3]=1[F:19]. The yield is 0.250. (5) The reactants are [Cl:1][C:2]1[CH:3]=[C:4]([F:13])[C:5]([C:8]([CH3:12])([CH3:11])[C:9]#[N:10])=[N:6][CH:7]=1. The catalyst is O1CCCC1. The product is [Cl:1][C:2]1[CH:3]=[C:4]([F:13])[C:5]([C:8]([CH3:11])([CH3:12])[CH2:9][NH2:10])=[N:6][CH:7]=1. The yield is 0.740. (6) The reactants are [CH3:1][O:2][C:3]1[CH:4]=[C:5]([NH2:15])[CH:6]=[CH:7][C:8]=1[N:9]1[CH:13]=[C:12]([CH3:14])[N:11]=[CH:10]1.[C:16]([C:20]1[CH:34]=[CH:33][C:23]([O:24][C:25]2[CH:30]=[C:29]([CH3:31])[N:28]=[C:27](Cl)[N:26]=2)=[CH:22][CH:21]=1)([CH3:19])([CH3:18])[CH3:17]. No catalyst specified. The product is [C:16]([C:20]1[CH:34]=[CH:33][C:23]([O:24][C:25]2[CH:30]=[C:29]([CH3:31])[N:28]=[C:27]([NH:15][C:5]3[CH:6]=[CH:7][C:8]([N:9]4[CH:13]=[C:12]([CH3:14])[N:11]=[CH:10]4)=[C:3]([O:2][CH3:1])[CH:4]=3)[N:26]=2)=[CH:22][CH:21]=1)([CH3:19])([CH3:17])[CH3:18]. The yield is 0.390. (7) The reactants are [F:1][C:2]1[CH:7]=[CH:6][C:5]([OH:8])=[CH:4][CH:3]=1.[H-].[Na+].[N:11]1[C:18]([Cl:19])=[N:17][C:15](Cl)=[N:14][C:12]=1[Cl:13].[NH4+].[Cl-]. The product is [Cl:13][C:12]1[N:11]=[C:18]([Cl:19])[N:17]=[C:15]([O:8][C:5]2[CH:6]=[CH:7][C:2]([F:1])=[CH:3][CH:4]=2)[N:14]=1. The catalyst is O1CCCC1. The yield is 0.580. (8) The reactants are [Cl:1][C:2]1[N:3]([C@@H:16]2[O:30][C@H:29]([CH2:31][O:32]C(C3C=CC(C)=CC=3)=O)[C@@H:18]([O:19]C(C3C=CC(C)=CC=3)=O)[CH2:17]2)[C:4]2[C:9]([C:10]=1[C:11](=[O:13])[CH3:12])=[CH:8][C:7]([Cl:14])=[C:6]([Cl:15])[CH:5]=2.C[O-].[Na+]. The catalyst is CO. The product is [Cl:1][C:2]1[N:3]([C@@H:16]2[O:30][C@H:29]([CH2:31][OH:32])[C@@H:18]([OH:19])[CH2:17]2)[C:4]2[C:9]([C:10]=1[C:11](=[O:13])[CH3:12])=[CH:8][C:7]([Cl:14])=[C:6]([Cl:15])[CH:5]=2. The yield is 0.740. (9) The reactants are [CH3:1][O:2][C:3]1[C:4]([CH2:16][CH:17]([C:19]2[CH:24]=[CH:23][CH:22]=[CH:21][CH:20]=2)[CH3:18])=[C:5]([CH2:9][CH2:10][C:11]([O:13]CC)=[O:12])[CH:6]=[CH:7][CH:8]=1.[OH-].[Na+]. The catalyst is CO.O. The product is [CH3:1][O:2][C:3]1[C:4]([CH2:16][CH:17]([C:19]2[CH:20]=[CH:21][CH:22]=[CH:23][CH:24]=2)[CH3:18])=[C:5]([CH2:9][CH2:10][C:11]([OH:13])=[O:12])[CH:6]=[CH:7][CH:8]=1. The yield is 1.00. (10) The reactants are ClCCl.[Cl:4][C:5]1[CH:6]=[C:7]([CH:12]2[C:16]([OH:17])=[C:15]([C:18]([CH3:20])=[O:19])[CH:14]([CH3:21])[S:13]2)[CH:8]=[CH:9][C:10]=1[Cl:11].S(Cl)(Cl)(=O)=O.O. The catalyst is CCCCCC.C(OCC)(=O)C. The product is [Cl:4][C:5]1[CH:6]=[C:7]([C:12]2[S:13][C:14]([CH3:21])=[C:15]([C:18]([CH3:20])=[O:19])[C:16]=2[OH:17])[CH:8]=[CH:9][C:10]=1[Cl:11]. The yield is 0.310.